Dataset: Peptide-MHC class I binding affinity with 185,985 pairs from IEDB/IMGT. Task: Regression. Given a peptide amino acid sequence and an MHC pseudo amino acid sequence, predict their binding affinity value. This is MHC class I binding data. (1) The peptide sequence is IEELREHLL. The MHC is HLA-A30:02 with pseudo-sequence HLA-A30:02. The binding affinity (normalized) is 0. (2) The peptide sequence is MVAWWAGIEH. The MHC is Mamu-A2201 with pseudo-sequence Mamu-A2201. The binding affinity (normalized) is 0.246. (3) The peptide sequence is HPAAMPHLLV. The MHC is HLA-B35:01 with pseudo-sequence HLA-B35:01. The binding affinity (normalized) is 0.243. (4) The peptide sequence is WSILRQRCW. The MHC is HLA-B27:05 with pseudo-sequence HLA-B27:05. The binding affinity (normalized) is 0.0847. (5) The peptide sequence is TTRAWFDKK. The MHC is HLA-A68:01 with pseudo-sequence HLA-A68:01. The binding affinity (normalized) is 0.666. (6) The peptide sequence is QPQWIAASI. The binding affinity (normalized) is 0.356. The MHC is HLA-B53:01 with pseudo-sequence HLA-B53:01.